Dataset: Reaction yield outcomes from USPTO patents with 853,638 reactions. Task: Predict the reaction yield, written as a fraction of the theoretical maximum amount of product (1.0 means a 100% yield; for example, 0.34 means a 34% yield). (1) The reactants are C1C(=O)N([Br:8])C(=O)C1.[CH2:9]([CH:11]([CH2:29][CH2:30][CH2:31][CH3:32])[CH2:12][O:13][C:14]1[CH:19]=[CH:18][CH:17]=[CH:16][C:15]=1[O:20][CH2:21][CH:22]([CH2:27][CH3:28])[CH2:23][CH2:24][CH2:25][CH3:26])[CH3:10].CN(C=O)C. The catalyst is O. The product is [Br:8][C:18]1[CH:17]=[CH:16][C:15]([O:20][CH2:21][CH:22]([CH2:27][CH3:28])[CH2:23][CH2:24][CH2:25][CH3:26])=[C:14]([O:13][CH2:12][CH:11]([CH2:9][CH3:10])[CH2:29][CH2:30][CH2:31][CH3:32])[CH:19]=1. The yield is 0.960. (2) The reactants are [CH3:1][O:2][C:3]1[N:8]=[C:7]([CH2:9]O)[CH:6]=[CH:5][CH:4]=1.O=S(Cl)[Cl:13]. The catalyst is C(Cl)Cl. The product is [Cl:13][CH2:9][C:7]1[CH:6]=[CH:5][CH:4]=[C:3]([O:2][CH3:1])[N:8]=1. The yield is 0.240. (3) The reactants are B.C1COCC1.Br[CH2:8][C:9]([C:11]1[CH:12]=[CH:13][C:14]([Cl:22])=[C:15]([NH:17][S:18]([CH3:21])(=[O:20])=[O:19])[CH:16]=1)=[O:10].Cl.[N-:24]=[N+:25]=[N-:26].[Na+].[I-].[Na+]. The catalyst is C1COCC1. The product is [N:24]([CH2:8][C@@H:9]([C:11]1[CH:12]=[CH:13][C:14]([Cl:22])=[C:15]([NH:17][S:18]([CH3:21])(=[O:20])=[O:19])[CH:16]=1)[OH:10])=[N+:25]=[N-:26]. The yield is 0.640.